From a dataset of Peptide-MHC class II binding affinity with 134,281 pairs from IEDB. Regression. Given a peptide amino acid sequence and an MHC pseudo amino acid sequence, predict their binding affinity value. This is MHC class II binding data. (1) The peptide sequence is PDPTKLILQLLKDFL. The MHC is DRB1_0802 with pseudo-sequence DRB1_0802. The binding affinity (normalized) is 0.579. (2) The peptide sequence is ALKESWGAIWRIDTP. The MHC is HLA-DQA10501-DQB10301 with pseudo-sequence HLA-DQA10501-DQB10301. The binding affinity (normalized) is 0.430. (3) The peptide sequence is AKEVKYTVFETALKK. The MHC is HLA-DQA10101-DQB10501 with pseudo-sequence HLA-DQA10101-DQB10501. The binding affinity (normalized) is 0.105. (4) The peptide sequence is MGAVTTEVAFGLVCA. The MHC is DRB4_0101 with pseudo-sequence DRB4_0103. The binding affinity (normalized) is 0.166. (5) The peptide sequence is YPSGTSGSPIVNRNG. The MHC is DRB4_0103 with pseudo-sequence DRB4_0103. The binding affinity (normalized) is 0.462.